From a dataset of Full USPTO retrosynthesis dataset with 1.9M reactions from patents (1976-2016). Predict the reactants needed to synthesize the given product. (1) Given the product [CH3:1][O:2][C:3]1[CH:4]=[CH:5][C:6]2[C:19]([C:20]=1[O:21][CH3:22])=[CH:18][N+:17]1[CH2:16][CH2:15][C:14]3[C:9](=[CH:10][C:11]([OH:25])=[C:12]([O:23][CH3:24])[CH:13]=3)[C:8]=1[CH:7]=2.[CH3:26][O:27][C:28]1[CH:37]=[CH:36][C:35]2[C:30]([C:29]=1[O:50][CH3:51])=[CH:31][N+:32]1[CH2:45][CH2:44][C:43]3[C:38](=[CH:39][C:40]([O:48][CH3:49])=[C:41]([OH:46])[CH:42]=3)[C:33]=1[CH:34]=2, predict the reactants needed to synthesize it. The reactants are: [CH3:1][O:2][C:3]1[CH:4]=[CH:5][C:6]2[CH:7]=[C:8]3[N+:17](=[CH:18][C:19]=2[C:20]=1[O:21][CH3:22])[CH2:16][CH2:15][C:14]1[CH:13]=[C:12]2[O:23][CH2:24][O:25][C:11]2=[CH:10][C:9]3=1.[CH3:26][O:27][C:28]1[CH:37]=[CH:36][C:35]2[C:30](=[CH:31][N+:32]3[CH2:45][CH2:44][C:43]4[C:38](=[CH:39][C:40]([O:48][CH3:49])=[C:41]([O:46]C)[CH:42]=4)[C:33]=3[CH:34]=2)[C:29]=1[O:50][CH3:51].C1C2=CC3C4C(CC[N+]=3C=C2C2OCOC=2C=1)=CC1OCOC=1C=4. (2) Given the product [CH3:36][N:37]([CH3:41])[C:38]([N:4]1[CH2:5][CH2:6][N:1]([C:7]2[CH:8]=[CH:9][C:10]([NH:13][C:14]([C:16]3[O:17][C:18]4[C:23]([C:24](=[O:26])[CH:25]=3)=[CH:22][C:21]([O:27][CH3:28])=[CH:20][C:19]=4[N:29]3[CH2:30][CH2:31][N:32]([CH3:35])[CH2:33][CH2:34]3)=[O:15])=[CH:11][CH:12]=2)[CH2:2][CH2:3]1)=[O:39], predict the reactants needed to synthesize it. The reactants are: [N:1]1([C:7]2[CH:12]=[CH:11][C:10]([NH:13][C:14]([C:16]3[O:17][C:18]4[C:23]([C:24](=[O:26])[CH:25]=3)=[CH:22][C:21]([O:27][CH3:28])=[CH:20][C:19]=4[N:29]3[CH2:34][CH2:33][N:32]([CH3:35])[CH2:31][CH2:30]3)=[O:15])=[CH:9][CH:8]=2)[CH2:6][CH2:5][NH:4][CH2:3][CH2:2]1.[CH3:36][N:37]([CH3:41])[C:38](Cl)=[O:39].